This data is from Reaction yield outcomes from USPTO patents with 853,638 reactions. The task is: Predict the reaction yield, written as a fraction of the theoretical maximum amount of product (1.0 means a 100% yield; for example, 0.34 means a 34% yield). The reactants are [C:1]([C:5]1[CH:10]=[C:9]([C:11]([F:14])([F:13])[F:12])[C:8]([N+:15]([O-])=O)=[CH:7][C:6]=1[O:18][CH3:19])([CH3:4])([CH3:3])[CH3:2].C([O-])=O.[NH4+]. The catalyst is CCO.[Pd]. The product is [C:1]([C:5]1[CH:10]=[C:9]([C:11]([F:14])([F:12])[F:13])[C:8]([NH2:15])=[CH:7][C:6]=1[O:18][CH3:19])([CH3:4])([CH3:2])[CH3:3]. The yield is 0.950.